Predict the reactants needed to synthesize the given product. From a dataset of Full USPTO retrosynthesis dataset with 1.9M reactions from patents (1976-2016). Given the product [C:19]([C:23]1[CH:24]=[C:25]([NH:29][C:30]([C:31]2[CH:32]=[CH:33][C:34]([CH:37]3[CH2:38][CH2:39][N:40]([C:9]([C@@H:11]4[CH2:15][CH2:14][CH2:13][C@H:12]4[C:16]([OH:18])=[O:17])=[O:10])[CH2:41][CH2:42]3)=[CH:35][CH:36]=2)=[O:43])[CH:26]=[CH:27][CH:28]=1)([CH3:22])([CH3:20])[CH3:21], predict the reactants needed to synthesize it. The reactants are: C(O[C:9]([C@H:11]1[CH2:15][CH2:14][CH2:13][C@@H:12]1[C:16]([OH:18])=[O:17])=[O:10])C1C=CC=CC=1.[C:19]([C:23]1[CH:24]=[C:25]([NH:29][C:30](=[O:43])[C:31]2[CH:36]=[CH:35][C:34]([CH:37]3[CH2:42][CH2:41][NH:40][CH2:39][CH2:38]3)=[CH:33][CH:32]=2)[CH:26]=[CH:27][CH:28]=1)([CH3:22])([CH3:21])[CH3:20].C(C1C=C(NC(C2C=CC(N3CCN(C([C@H]4CCC[C@@H]4C(O)=O)=O)CC3)=NC=2)=O)C=CC=1)(C)(C)C.